From a dataset of Reaction yield outcomes from USPTO patents with 853,638 reactions. Predict the reaction yield, written as a fraction of the theoretical maximum amount of product (1.0 means a 100% yield; for example, 0.34 means a 34% yield). (1) The reactants are [CH:1]([C:4]1[CH:9]=[CH:8][CH:7]=[C:6]([CH:10]([CH3:12])[CH3:11])[C:5]=1[OH:13])([CH3:3])[CH3:2].[C:14]1(=O)[O:19][C:17](=[O:18])[C:16]2=[CH:20][CH:21]=[CH:22][CH:23]=[C:15]12. The catalyst is [Cl-].[Zn+2].[Cl-]. The product is [OH:13][C:5]1[C:4]([CH:1]([CH3:3])[CH3:2])=[CH:9][C:8]([C:14]2([C:8]3[CH:7]=[C:6]([CH:10]([CH3:11])[CH3:12])[C:5]([OH:13])=[C:4]([CH:1]([CH3:3])[CH3:2])[CH:9]=3)[C:15]3[C:16](=[CH:20][CH:21]=[CH:22][CH:23]=3)[C:17](=[O:18])[O:19]2)=[CH:7][C:6]=1[CH:10]([CH3:12])[CH3:11]. The yield is 0.980. (2) The reactants are [Cl:1][C:2]1[CH:3]=[C:4]2[C:9](=[C:10]([Cl:12])[CH:11]=1)[CH:8]=[N:7][C:6]([N:13]=[C:14]=S)=[CH:5]2.C(=O)([O-])[O-].[Cs+].[Cs+].Cl.Cl.[NH2:24][CH2:25][C@@:26]1([OH:34])[CH:31]2[CH2:32][CH2:33][N:28]([CH2:29][CH2:30]2)[CH2:27]1.C(N=C=NC(C)C)(C)C. The catalyst is CN(C=O)C. The product is [Cl:1][C:2]1[CH:3]=[C:4]2[C:9](=[C:10]([Cl:12])[CH:11]=1)[CH:8]=[N:7][C:6]([NH:13][C:14]1[O:34][C@:26]3([CH2:25][N:24]=1)[CH:31]1[CH2:32][CH2:33][N:28]([CH2:29][CH2:30]1)[CH2:27]3)=[CH:5]2. The yield is 0.366.